The task is: Predict the product of the given reaction.. This data is from Forward reaction prediction with 1.9M reactions from USPTO patents (1976-2016). (1) Given the reactants [BH4-].[Na+].Cl.[Br:4][C:5]1[CH:10]=[CH:9][C:8]([C:11]2[C:20]3[C:15](=[CH:16][C:17]([O:21][CH3:22])=[CH:18][CH:19]=3)[CH2:14][CH2:13][N:12]=2)=[CH:7][CH:6]=1, predict the reaction product. The product is: [Br:4][C:5]1[CH:6]=[CH:7][C:8]([CH:11]2[C:20]3[C:15](=[CH:16][C:17]([O:21][CH3:22])=[CH:18][CH:19]=3)[CH2:14][CH2:13][NH:12]2)=[CH:9][CH:10]=1. (2) Given the reactants [N:1]1[C:5]2[CH:6]=[CH:7][C:8]([NH2:10])=[CH:9][C:4]=2[NH:3][CH:2]=1.[C:11]([C:15]1[CH:22]=[CH:21][C:18]([CH2:19]Br)=[CH:17][CH:16]=1)([CH3:14])([CH3:13])[CH3:12].C([O-])([O-])=O.[K+].[K+], predict the reaction product. The product is: [C:11]([C:15]1[CH:22]=[CH:21][C:18]([CH2:19][N:10]([CH2:19][C:18]2[CH:21]=[CH:22][C:15]([C:11]([CH3:14])([CH3:13])[CH3:12])=[CH:16][CH:17]=2)[C:8]2[CH:7]=[CH:6][C:5]3[NH:1][CH:2]=[N:3][C:4]=3[CH:9]=2)=[CH:17][CH:16]=1)([CH3:14])([CH3:13])[CH3:12].